From a dataset of NCI-60 drug combinations with 297,098 pairs across 59 cell lines. Regression. Given two drug SMILES strings and cell line genomic features, predict the synergy score measuring deviation from expected non-interaction effect. (1) Drug 1: CC1OCC2C(O1)C(C(C(O2)OC3C4COC(=O)C4C(C5=CC6=C(C=C35)OCO6)C7=CC(=C(C(=C7)OC)O)OC)O)O. Drug 2: C#CCC(CC1=CN=C2C(=N1)C(=NC(=N2)N)N)C3=CC=C(C=C3)C(=O)NC(CCC(=O)O)C(=O)O. Cell line: NCI-H322M. Synergy scores: CSS=9.04, Synergy_ZIP=-1.23, Synergy_Bliss=1.61, Synergy_Loewe=2.02, Synergy_HSA=1.86. (2) Drug 2: C1=CN(C(=O)N=C1N)C2C(C(C(O2)CO)O)O.Cl. Cell line: CAKI-1. Synergy scores: CSS=46.9, Synergy_ZIP=-0.952, Synergy_Bliss=-1.09, Synergy_Loewe=-28.8, Synergy_HSA=2.02. Drug 1: C1CC(=O)NC(=O)C1N2CC3=C(C2=O)C=CC=C3N. (3) Drug 1: CC1=C2C(C(=O)C3(C(CC4C(C3C(C(C2(C)C)(CC1OC(=O)C(C(C5=CC=CC=C5)NC(=O)OC(C)(C)C)O)O)OC(=O)C6=CC=CC=C6)(CO4)OC(=O)C)O)C)O. Drug 2: C1=CN(C=N1)CC(O)(P(=O)(O)O)P(=O)(O)O. Cell line: SK-MEL-5. Synergy scores: CSS=30.9, Synergy_ZIP=8.57, Synergy_Bliss=12.0, Synergy_Loewe=0.261, Synergy_HSA=9.08.